Dataset: Catalyst prediction with 721,799 reactions and 888 catalyst types from USPTO. Task: Predict which catalyst facilitates the given reaction. (1) Reactant: C[O:2][C:3]([C:5]1([CH2:27][C:28]2[CH:33]=[C:32]([O:34][CH3:35])[C:31]([O:36][CH3:37])=[C:30]([O:38][CH3:39])[CH:29]=2)[CH2:9][CH2:8][CH2:7][N:6]1[C:10]([C@@H:12]1[CH2:16][CH2:15][CH2:14][N:13]1[C:17]([O:19][CH2:20][C:21]1[CH:26]=[CH:25][CH:24]=[CH:23][CH:22]=1)=[O:18])=[O:11])=[O:4].[OH-].[Na+].Cl. Product: [CH2:20]([O:19][C:17]([N:13]1[CH2:14][CH2:15][CH2:16][CH:12]1[C:10]([N:6]1[CH2:7][CH2:8][CH2:9][C@:5]1([CH2:27][C:28]1[CH:33]=[C:32]([O:34][CH3:35])[C:31]([O:36][CH3:37])=[C:30]([O:38][CH3:39])[CH:29]=1)[C:3]([OH:4])=[O:2])=[O:11])=[O:18])[C:21]1[CH:26]=[CH:25][CH:24]=[CH:23][CH:22]=1. The catalyst class is: 24. (2) Product: [F:15][C:13]([C:11]1[N:10]=[N:9][C:8]([O:17][CH3:18])=[C:7]([CH2:6][OH:5])[CH:12]=1)([F:16])[CH3:14]. Reactant: C([O:5][CH2:6][C:7]1[CH:12]=[C:11]([C:13]([F:16])([F:15])[CH3:14])[N:10]=[N:9][C:8]=1[O:17][CH3:18])(C)(C)C.Cl.CO. The catalyst class is: 4. (3) Reactant: [CH:1]1[C:6](O)=[CH:5][C:4]2[O:8][C:9]3C4C=CC(O)=CC=4OC(=O)[C:10]=3[C:3]=2[CH:2]=1.COC1C=C(OC)C=CC=1C(CC(OCC)=O)=O.COC1C=C(O)C=CC=1.N1C=CC=CC=1C1C=CC=CN=1.N1C2C(=CC=C3C=2N=CC=C3)C=CC=1.CC(OOC(C)(C)C)(C)C. Product: [O:8]1[C:4]2[CH:5]=[CH:6][CH:1]=[CH:2][C:3]=2[CH:10]=[CH:9]1. The catalyst class is: 26. (4) Reactant: C(OC([N:8]1[CH2:13][CH2:12][CH:11]([NH:14][CH2:15][C:16]2[CH:21]=[CH:20][C:19]([N:22]([CH3:24])[CH3:23])=[C:18]([N+:25]([O-:27])=[O:26])[CH:17]=2)[CH2:10][CH2:9]1)=O)(C)(C)C.Cl. Product: [CH3:23][N:22]([CH3:24])[C:19]1[CH:20]=[CH:21][C:16]([CH2:15][NH:14][CH:11]2[CH2:10][CH2:9][NH:8][CH2:13][CH2:12]2)=[CH:17][C:18]=1[N+:25]([O-:27])=[O:26]. The catalyst class is: 135. (5) Reactant: [Cl:1][C:2]1[CH:7]=[CH:6][C:5]([C@@H:8]2[C@@H:13]([C@@H:14]([O:16][C:17]3[CH:22]=[CH:21][C:20](Cl)=[C:19](Cl)[CH:18]=3)[CH3:15])[CH2:12][CH2:11][N:10]([C:25]([CH:27]3[CH2:32][CH2:31][N:30]([C:33]4[CH:38]=[CH:37][C:36]([C:39]#[N:40])=[CH:35][N:34]=4)[CH2:29][CH2:28]3)=[O:26])[CH2:9]2)=[CH:4][CH:3]=1.N1CCCC[CH2:42]1.C(N1CC[C@H]([C@H]([OH:62])C)[C@@H](C2C=CC(Cl)=CC=2)C1)C1C=CC=CC=1.CC1C=CC(O)=CC=1.ClC(OC(Cl)=O)C.CCN(C(C)C)C(C)C. Product: [C:39]([C:36]1[CH:37]=[CH:38][C:33]([N:30]2[CH2:31][CH2:32][CH:27]([C:25]([OH:26])=[O:62])[CH2:28][CH2:29]2)=[N:34][CH:35]=1)#[N:40].[Cl:1][C:2]1[CH:7]=[CH:6][C:5]([C@@H:8]2[C@@H:13]([C@@H:14]([O:16][C:17]3[CH:18]=[CH:19][C:20]([CH3:42])=[CH:21][CH:22]=3)[CH3:15])[CH2:12][CH2:11][N:10]([C:25]([CH:27]3[CH2:32][CH2:31][N:30]([C:33]4[CH:38]=[CH:37][C:36]([C:39]#[N:40])=[CH:35][N:34]=4)[CH2:29][CH2:28]3)=[O:26])[CH2:9]2)=[CH:4][CH:3]=1. The catalyst class is: 5. (6) Reactant: [CH:1]1[CH:2]=[CH:3][C:4]2[N:11]=[CH:10][NH:9][C:7](=O)[C:5]=2[CH:6]=1.P(Cl)(Cl)([Cl:14])=O.C(=O)(O)[O-].[Na+]. Product: [Cl:14][C:7]1[C:5]2[C:4](=[CH:3][CH:2]=[CH:1][CH:6]=2)[N:11]=[CH:10][N:9]=1. The catalyst class is: 48. (7) The catalyst class is: 8. Reactant: [Sn](Cl)(Cl)(Cl)Cl.[F:6][C:7]1[CH:12]=[CH:11][C:10]([NH:13][NH2:14])=[CH:9][C:8]=1[C:15]#[N:16].[F:17][C:18]([F:26])([F:25])[C:19](=O)[CH2:20][C:21](=O)[CH3:22]. Product: [F:6][C:7]1[CH:12]=[CH:11][C:10]([N:13]2[C:21]([CH3:22])=[CH:20][C:19]([C:18]([F:26])([F:25])[F:17])=[N:14]2)=[CH:9][C:8]=1[C:15]#[N:16].